This data is from Reaction yield outcomes from USPTO patents with 853,638 reactions. The task is: Predict the reaction yield, written as a fraction of the theoretical maximum amount of product (1.0 means a 100% yield; for example, 0.34 means a 34% yield). (1) The reactants are [CH2:1]([CH:8]1[CH2:13][CH2:12][N:11]([CH2:14][CH:15]([O:30][Si:31]([C:34]([CH3:37])([CH3:36])[CH3:35])([CH3:33])[CH3:32])[CH2:16][NH:17][C:18]([C:20]2[CH:29]=[CH:28][C:23]3[NH:24][C:25](=[O:27])[O:26][C:22]=3[CH:21]=2)=O)[CH2:10][CH2:9]1)[C:2]1[CH:7]=[CH:6][CH:5]=[CH:4][CH:3]=1.COC1C=CC(P2(SP(C3C=CC(OC)=CC=3)(=S)S2)=[S:47])=CC=1. The catalyst is O1CCOCC1. The product is [CH2:1]([CH:8]1[CH2:13][CH2:12][N:11]([CH2:14][CH:15]([O:30][Si:31]([C:34]([CH3:37])([CH3:36])[CH3:35])([CH3:33])[CH3:32])[CH2:16][NH:17][C:18]([C:20]2[CH:29]=[CH:28][C:23]3[NH:24][C:25](=[O:27])[O:26][C:22]=3[CH:21]=2)=[S:47])[CH2:10][CH2:9]1)[C:2]1[CH:7]=[CH:6][CH:5]=[CH:4][CH:3]=1. The yield is 0.790. (2) The yield is 0.680. The reactants are [H-].[Na+].[Br:3][C:4]1[CH:9]=[CH:8][C:7]([CH3:10])=[CH:6][C:5]=1[C:11]([OH:16])([CH2:14][F:15])[CH2:12][F:13].[CH2:17](Cl)[O:18][CH2:19][CH2:20]OC.CC(=O)OCC. The catalyst is C1COCC1.O. The product is [Br:3][C:4]1[CH:9]=[CH:8][C:7]([CH3:10])=[CH:6][C:5]=1[C:11]([O:16][CH2:17][O:18][CH2:19][CH3:20])([CH2:12][F:13])[CH2:14][F:15]. (3) The reactants are C[O:2][C:3](=O)[C:4]1[CH:9]=[CH:8][C:7]([CH2:10][CH2:11][N:12]2[C:24]3[CH:23]=[CH:22][CH:21]=[CH:20][C:19]=3[C:18]3[C:13]2=[CH:14][CH:15]=[CH:16][CH:17]=3)=[CH:6][CH:5]=1.Cl.[NH2:27][OH:28].C[O-].[Na+].CO. The catalyst is CN(C=O)C.C(OCC)(=O)C.C(=O)(O)[O-].[Na+]. The product is [CH:23]1[C:24]2[N:12]([CH2:11][CH2:10][C:7]3[CH:8]=[CH:9][C:4]([C:3]([NH:27][OH:28])=[O:2])=[CH:5][CH:6]=3)[C:13]3[C:18](=[CH:17][CH:16]=[CH:15][CH:14]=3)[C:19]=2[CH:20]=[CH:21][CH:22]=1. The yield is 0.0700.